This data is from Full USPTO retrosynthesis dataset with 1.9M reactions from patents (1976-2016). The task is: Predict the reactants needed to synthesize the given product. (1) Given the product [NH2:1][C:2]1[N:3]=[C:4]([C:22]2[CH:27]=[CH:26][CH:25]=[CH:24][CH:23]=2)[C:5]([C:12]2[CH:13]=[CH:14][C:15](=[O:21])[N:16]([CH:18]([CH3:20])[CH3:19])[N:17]=2)=[C:6]([O:34][CH:31]2[CH2:32][CH2:33][O:28][CH2:29][CH2:30]2)[N:7]=1, predict the reactants needed to synthesize it. The reactants are: [NH2:1][C:2]1[N:7]=[C:6](S(C)(=O)=O)[C:5]([C:12]2[CH:13]=[CH:14][C:15](=[O:21])[N:16]([CH:18]([CH3:20])[CH3:19])[N:17]=2)=[C:4]([C:22]2[CH:27]=[CH:26][CH:25]=[CH:24][CH:23]=2)[N:3]=1.[O:28]1[CH2:33][CH2:32][CH:31]([OH:34])[CH2:30][CH2:29]1. (2) Given the product [CH2:1]([O:5][C:6]1[CH:11]=[CH:10][C:9]([CH2:12][N:13]([C:14]2[CH:19]=[CH:18][C:17]([CH2:20][CH2:21][CH2:22][CH2:23][CH2:24][CH2:25][CH2:26][CH3:27])=[CH:16][CH:15]=2)[C:41]([NH:40][C:32]2[C:31]([CH:28]([CH3:29])[CH3:30])=[CH:36][CH:35]=[CH:34][C:33]=2[CH:37]([CH3:39])[CH3:38])=[O:42])=[CH:8][CH:7]=1)[CH2:2][CH2:3][CH3:4], predict the reactants needed to synthesize it. The reactants are: [CH2:1]([O:5][C:6]1[CH:11]=[CH:10][C:9]([CH2:12][NH:13][C:14]2[CH:19]=[CH:18][C:17]([CH2:20][CH2:21][CH2:22][CH2:23][CH2:24][CH2:25][CH2:26][CH3:27])=[CH:16][CH:15]=2)=[CH:8][CH:7]=1)[CH2:2][CH2:3][CH3:4].[CH:28]([C:31]1[CH:36]=[CH:35][CH:34]=[C:33]([CH:37]([CH3:39])[CH3:38])[C:32]=1[N:40]=[C:41]=[O:42])([CH3:30])[CH3:29]. (3) Given the product [O:17]=[C:9]([CH2:10][C:11]1[CH:12]=[CH:13][CH:14]=[CH:15][CH:16]=1)[C:1]#[N:3], predict the reactants needed to synthesize it. The reactants are: [C:1](#[N:3])C.[H-].[Na+].C(O[C:9](=[O:17])[CH2:10][C:11]1[CH:16]=[CH:15][CH:14]=[CH:13][CH:12]=1)C.Cl.